This data is from NCI-60 drug combinations with 297,098 pairs across 59 cell lines. The task is: Regression. Given two drug SMILES strings and cell line genomic features, predict the synergy score measuring deviation from expected non-interaction effect. (1) Drug 1: CCCS(=O)(=O)NC1=C(C(=C(C=C1)F)C(=O)C2=CNC3=C2C=C(C=N3)C4=CC=C(C=C4)Cl)F. Drug 2: CCC1=CC2CC(C3=C(CN(C2)C1)C4=CC=CC=C4N3)(C5=C(C=C6C(=C5)C78CCN9C7C(C=CC9)(C(C(C8N6C)(C(=O)OC)O)OC(=O)C)CC)OC)C(=O)OC.C(C(C(=O)O)O)(C(=O)O)O. Cell line: MOLT-4. Synergy scores: CSS=75.6, Synergy_ZIP=24.9, Synergy_Bliss=20.5, Synergy_Loewe=-15.9, Synergy_HSA=19.1. (2) Drug 1: C1CC(=O)NC(=O)C1N2C(=O)C3=CC=CC=C3C2=O. Drug 2: COC1=C2C(=CC3=C1OC=C3)C=CC(=O)O2. Cell line: CAKI-1. Synergy scores: CSS=-4.13, Synergy_ZIP=3.14, Synergy_Bliss=1.44, Synergy_Loewe=-0.177, Synergy_HSA=-2.69. (3) Drug 1: C1=CC=C(C=C1)NC(=O)CCCCCCC(=O)NO. Drug 2: C1CN(P(=O)(OC1)NCCCl)CCCl. Cell line: SK-MEL-5. Synergy scores: CSS=37.5, Synergy_ZIP=-3.18, Synergy_Bliss=1.57, Synergy_Loewe=1.40, Synergy_HSA=1.54. (4) Drug 1: CC1=C(C=C(C=C1)NC2=NC=CC(=N2)N(C)C3=CC4=NN(C(=C4C=C3)C)C)S(=O)(=O)N.Cl. Drug 2: CC=C1C(=O)NC(C(=O)OC2CC(=O)NC(C(=O)NC(CSSCCC=C2)C(=O)N1)C(C)C)C(C)C. Cell line: K-562. Synergy scores: CSS=36.6, Synergy_ZIP=-3.23, Synergy_Bliss=-1.07, Synergy_Loewe=-30.4, Synergy_HSA=0.238. (5) Drug 1: CC1C(C(CC(O1)OC2CC(CC3=C2C(=C4C(=C3O)C(=O)C5=C(C4=O)C(=CC=C5)OC)O)(C(=O)C)O)N)O.Cl. Drug 2: C1CN(CCN1C(=O)CCBr)C(=O)CCBr. Cell line: NCIH23. Synergy scores: CSS=38.1, Synergy_ZIP=-3.88, Synergy_Bliss=1.74, Synergy_Loewe=1.28, Synergy_HSA=4.13.